Task: Regression. Given a peptide amino acid sequence and an MHC pseudo amino acid sequence, predict their binding affinity value. This is MHC class II binding data.. Dataset: Peptide-MHC class II binding affinity with 134,281 pairs from IEDB (1) The peptide sequence is KKRNLTIMDLHPGSG. The MHC is DRB1_0401 with pseudo-sequence DRB1_0401. The binding affinity (normalized) is 0.525. (2) The peptide sequence is RRTEPAAEGVGAASQDL. The MHC is HLA-DQA10301-DQB10302 with pseudo-sequence HLA-DQA10301-DQB10302. The binding affinity (normalized) is 0.576. (3) The peptide sequence is IVYIKPAKNIYSFNE. The MHC is HLA-DQA10201-DQB10202 with pseudo-sequence HLA-DQA10201-DQB10202. The binding affinity (normalized) is 0.325. (4) The peptide sequence is KELLNRIQVDSSNPLSEKEK. The MHC is DRB1_0401 with pseudo-sequence DRB1_0401. The binding affinity (normalized) is 1.00. (5) The peptide sequence is KPLLIIAEDVEGEY. The MHC is DRB1_0301 with pseudo-sequence DRB1_0301. The binding affinity (normalized) is 0.612. (6) The MHC is HLA-DPA10103-DPB10301 with pseudo-sequence HLA-DPA10103-DPB10301. The binding affinity (normalized) is 0.597. The peptide sequence is DAYVATLTEALRVIA. (7) The peptide sequence is QGQWRGAAGTAAQAA. The MHC is DRB1_0701 with pseudo-sequence DRB1_0701. The binding affinity (normalized) is 0.463.